From a dataset of Full USPTO retrosynthesis dataset with 1.9M reactions from patents (1976-2016). Predict the reactants needed to synthesize the given product. Given the product [CH:38]1([N:28]([CH2:29][C:30]2[CH:31]=[CH:32][C:33]([O:36][CH3:37])=[CH:34][CH:35]=2)[C:26]2[C:25]3=[N:41][CH:42]=[C:43]([C:44]#[N:45])[N:24]3[N:23]=[CH:22][N:27]=2)[CH2:40][CH2:39]1, predict the reactants needed to synthesize it. The reactants are: CS(OCC1OCCN(C2C=C(C#N)C=C(N[C:22]3[N:27]=[C:26]([N:28]([CH:38]4[CH2:40][CH2:39]4)[CH2:29][C:30]4[CH:35]=[CH:34][C:33]([O:36][CH3:37])=[CH:32][CH:31]=4)[C:25]4=[N:41][CH:42]=[C:43]([C:44]#[N:45])[N:24]4[N:23]=3)C=2Cl)C1)(=O)=O.COC1C=CC(CN)=CC=1.C(=O)([O-])[O-].[K+].[K+].